Dataset: Full USPTO retrosynthesis dataset with 1.9M reactions from patents (1976-2016). Task: Predict the reactants needed to synthesize the given product. (1) Given the product [CH3:1][N:2]1[CH2:7][CH2:6][CH:5]([CH:8]([C:10]2[CH:15]=[CH:14][CH:13]=[CH:12][CH:11]=2)[NH2:18])[CH2:4][CH2:3]1, predict the reactants needed to synthesize it. The reactants are: [CH3:1][N:2]1[CH2:7][CH2:6][CH:5]([C:8]([C:10]2[CH:15]=[CH:14][CH:13]=[CH:12][CH:11]=2)=O)[CH2:4][CH2:3]1.[BH3-]C#[N:18].[Na+]. (2) Given the product [Br:1][C:63]1[CH:62]=[CH:61][C:59]([NH2:60])=[C:58]([CH:55]([CH3:57])[CH3:56])[CH:64]=1, predict the reactants needed to synthesize it. The reactants are: [Br-:1].[Br-].[Br-].C([N+](CCCC)(CCCC)CCCC)CCC.C([N+](CCCC)(CCCC)CCCC)CCC.C([N+](CCCC)(CCCC)CCCC)CCC.[CH:55]([C:58]1[CH:64]=[CH:63][CH:62]=[CH:61][C:59]=1[NH2:60])([CH3:57])[CH3:56]. (3) Given the product [Cl:24][C:6]1[S:7][C:8]2[C:13]([NH:14][C@H:15]([CH2:18][CH:19]([CH3:21])[CH3:20])[CH2:16][OH:17])=[N:12][C:11]([S:22][S:22][C:11]3[N:12]=[C:13]([NH:14][C@@H:15]([CH2:16][OH:17])[CH2:18][CH:19]([CH3:20])[CH3:21])[C:8]4[S:7][C:6]([Cl:24])=[N:23][C:9]=4[N:10]=3)=[N:10][C:9]=2[N:23]=1, predict the reactants needed to synthesize it. The reactants are: N([O-])=O.[Na+].N[C:6]1[S:7][C:8]2[C:13]([NH:14][C@H:15]([CH2:18][CH:19]([CH3:21])[CH3:20])[CH2:16][OH:17])=[N:12][C:11]([SH:22])=[N:10][C:9]=2[N:23]=1.[ClH:24]. (4) Given the product [CH3:11][C:15]1[C:28]([SiH2:21][C:22]2[CH:23]=[CH:24][CH:25]=[CH:26][CH:27]=2)([CH2:29][CH2:30][CH2:31][CH2:32][CH2:33][CH2:34][CH2:35][CH2:36][CH2:37][CH2:38][CH2:39][CH2:40][CH2:41][CH2:42][CH2:43][CH2:44][CH2:45][CH2:4][CH3:5])[C:12]([CH3:18])=[C:13]([CH3:17])[C:14]=1[CH3:16], predict the reactants needed to synthesize it. The reactants are: [H-].[Na+].N[C:4]1C=CC=C[CH:5]=1.C[C:11]1[CH2:15][C:14]([CH3:16])=[C:13]([CH3:17])[C:12]=1[CH3:18].ClC[SiH:21]([CH2:28][CH2:29][CH2:30][CH2:31][CH2:32][CH2:33][CH2:34][CH2:35][CH2:36][CH2:37][CH2:38][CH2:39][CH2:40][CH2:41][CH2:42][CH2:43][CH2:44][CH3:45])[C:22]1[CH:27]=[CH:26][CH:25]=[CH:24][CH:23]=1.C(=O)([O-])[O-].[Na+].[Na+].